Dataset: Catalyst prediction with 721,799 reactions and 888 catalyst types from USPTO. Task: Predict which catalyst facilitates the given reaction. Reactant: [C:1]1([O:7]P(N=[N+]=[N-])(=O)OC2C=CC=CC=2)C=CC=CC=1.C(N(CC)CC)C.[CH2:27]([OH:34])[C:28]1[CH:33]=[CH:32][CH:31]=[CH:30][CH:29]=1. Product: [CH2:27]([O:34][CH:1]=[O:7])[C:28]1[CH:33]=[CH:32][CH:31]=[CH:30][CH:29]=1. The catalyst class is: 48.